This data is from Forward reaction prediction with 1.9M reactions from USPTO patents (1976-2016). The task is: Predict the product of the given reaction. (1) Given the reactants [CH2:1]([O:8][C:9]([NH:11][C@@H:12]([CH2:16][S:17][CH2:18][C@H:19]([O:35][C:36](=[O:48])[NH:37][CH2:38][CH2:39][CH2:40][CH2:41][CH2:42][CH2:43][CH2:44][CH2:45][CH2:46][CH3:47])[CH2:20][O:21][C:22](=[O:34])[NH:23][CH2:24][CH2:25][CH2:26][CH2:27][CH2:28][CH2:29][CH2:30][CH2:31][CH2:32][CH3:33])[C:13](O)=[O:14])=[O:10])[C:2]1[CH:7]=[CH:6][CH:5]=[CH:4][CH:3]=1.CN(C(ON1N=NC2C=CC=CC1=2)=[N+](C)C)C.F[P-](F)(F)(F)(F)F.CCN(C(C)C)C(C)C.[NH2:82][CH2:83][CH2:84][O:85][CH2:86][CH2:87][O:88][CH2:89][CH2:90][O:91][CH2:92][CH2:93][C:94]([O:96][C:97]([CH3:100])([CH3:99])[CH3:98])=[O:95], predict the reaction product. The product is: [C:97]([O:96][C:94](=[O:95])[CH2:93][CH2:92][O:91][CH2:90][CH2:89][O:88][CH2:87][CH2:86][O:85][CH2:84][CH2:83][NH:82][C:13](=[O:14])[C@@H:12]([NH:11][C:9]([O:8][CH2:1][C:2]1[CH:7]=[CH:6][CH:5]=[CH:4][CH:3]=1)=[O:10])[CH2:16][S:17][CH2:18][C@H:19]([O:35][C:36](=[O:48])[NH:37][CH2:38][CH2:39][CH2:40][CH2:41][CH2:42][CH2:43][CH2:44][CH2:45][CH2:46][CH3:47])[CH2:20][O:21][C:22](=[O:34])[NH:23][CH2:24][CH2:25][CH2:26][CH2:27][CH2:28][CH2:29][CH2:30][CH2:31][CH2:32][CH3:33])([CH3:100])([CH3:99])[CH3:98]. (2) Given the reactants [CH:1]([C:4]1[CH:41]=[CH:40][C:7]([O:8][CH:9]([CH2:15][C:16]2[CH:21]=[CH:20][C:19]([O:22][CH2:23][CH2:24][NH:25][C:26]([C:28]3[CH:29]=[CH:30][C:31]([C:34]4[CH:39]=[CH:38][CH:37]=[CH:36][CH:35]=4)=[N:32][CH:33]=3)=[O:27])=[CH:18][CH:17]=2)[C:10]([O:12]CC)=[O:11])=[CH:6][CH:5]=1)([CH3:3])[CH3:2].[OH-].[Na+], predict the reaction product. The product is: [CH:1]([C:4]1[CH:5]=[CH:6][C:7]([O:8][CH:9]([CH2:15][C:16]2[CH:21]=[CH:20][C:19]([O:22][CH2:23][CH2:24][NH:25][C:26]([C:28]3[CH:29]=[CH:30][C:31]([C:34]4[CH:39]=[CH:38][CH:37]=[CH:36][CH:35]=4)=[N:32][CH:33]=3)=[O:27])=[CH:18][CH:17]=2)[C:10]([OH:12])=[O:11])=[CH:40][CH:41]=1)([CH3:3])[CH3:2]. (3) Given the reactants [Cl:1][C:2]1[CH:7]=[CH:6][CH:5]=[C:4]([CH3:8])[N+:3]=1[O-:9].[N+:10]([O-])([OH:12])=[O:11].C([O-])(O)=O.[Na+], predict the reaction product. The product is: [Cl:1][C:2]1[CH:7]=[C:6]([N+:10]([O-:12])=[O:11])[CH:5]=[C:4]([CH3:8])[N+:3]=1[O-:9]. (4) The product is: [Cl:26][C:27]1[S:31][C:30]([S:32]([N:35]2[CH2:39][CH2:38][CH:37]([OH:40])[CH2:36]2)(=[O:34])=[O:33])=[CH:29][C:28]=1[NH:41][C:12]([C:11]1[CH:10]=[N:9][N:8]2[C:3]([CH:2]([F:1])[F:25])=[CH:4][C:5]([C:15]3[CH:16]=[CH:17][C:18]([C:21]([F:22])([F:23])[F:24])=[CH:19][CH:20]=3)=[N:6][C:7]=12)=[O:14]. Given the reactants [F:1][CH:2]([F:25])[C:3]1[N:8]2[N:9]=[CH:10][C:11]([C:12]([OH:14])=O)=[C:7]2[N:6]=[C:5]([C:15]2[CH:20]=[CH:19][C:18]([C:21]([F:24])([F:23])[F:22])=[CH:17][CH:16]=2)[CH:4]=1.[Cl:26][C:27]1[S:31][C:30]([S:32]([N:35]2[CH2:39][CH2:38][CH:37]([OH:40])[CH2:36]2)(=[O:34])=[O:33])=[CH:29][C:28]=1[N+:41]([O-])=O, predict the reaction product. (5) Given the reactants S([C:5]1[CH:11]=[CH:10][C:8]([CH3:9])=[CH:7][CH:6]=1)(O)(=O)=O.CNCCCCC=CCC.C(N1C[C@@H](O)C[C@H]1C(O)=O)(OC(C)(C)C)=O.[CH2:38]([N:44]([CH3:60])[C:45]([C@@H:47]1[CH2:51][C@@H:50]([OH:52])[CH2:49][N:48]1[C:53]([O:55][C:56]([CH3:59])([CH3:58])[CH3:57])=[O:54])=[O:46])CCCC=C, predict the reaction product. The product is: [CH2:38]([N:44]([CH3:60])[C:45]([C@@H:47]1[CH2:51][C@@H:50]([OH:52])[CH2:49][N:48]1[C:53]([O:55][C:56]([CH3:58])([CH3:57])[CH3:59])=[O:54])=[O:46])[CH2:7][CH2:6][CH2:5][CH2:11][CH:10]=[CH:8][CH3:9]. (6) Given the reactants CC(C)(C)C([N:5]1[C:13]2[C:8](=[CH:9][C:10]([NH:14][CH:15]3[CH2:19][CH2:18][NH:17][CH2:16]3)=[CH:11][CH:12]=2)[CH:7]=[N:6]1)=O.[CH:22]([C:24]1[CH:29]=[CH:28][C:27]([NH:30][C:31](=[O:33])[CH3:32])=[CH:26][CH:25]=1)=O.C(O[BH-](OC(=O)C)OC(=O)C)(=O)C.[Na+].C[O-].[Na+], predict the reaction product. The product is: [NH:5]1[C:13]2[C:8](=[CH:9][C:10]([NH:14][CH:15]3[CH2:19][CH2:18][N:17]([CH2:22][C:24]4[CH:25]=[CH:26][C:27]([NH:30][C:31](=[O:33])[CH3:32])=[CH:28][CH:29]=4)[CH2:16]3)=[CH:11][CH:12]=2)[CH:7]=[N:6]1. (7) Given the reactants [H-].[Na+].[N+:3]([C:6]1[CH:11]=[CH:10][C:9]([CH2:12][C:13]#[N:14])=[CH:8][CH:7]=1)([O-:5])=[O:4].Br[CH2:16][CH2:17][S:18]([CH2:21][CH2:22]Br)(=[O:20])=[O:19], predict the reaction product. The product is: [N+:3]([C:6]1[CH:7]=[CH:8][C:9]([C:12]2([C:13]#[N:14])[CH2:22][CH2:21][S:18](=[O:20])(=[O:19])[CH2:17][CH2:16]2)=[CH:10][CH:11]=1)([O-:5])=[O:4]. (8) Given the reactants [CH3:1][C:2]([O-])(C)[CH3:3].[K+].[CH3:7][C:8]1[CH:13]=[CH:12][C:11](/[CH:14]=[C:15](\[CH3:18])/[CH2:16][OH:17])=[CH:10][CH:9]=1.C(Br)C=C, predict the reaction product. The product is: [CH2:3]([O:17][CH2:16]/[C:15](/[CH3:18])=[CH:14]/[C:11]1[CH:12]=[CH:13][C:8]([CH3:7])=[CH:9][CH:10]=1)[CH:2]=[CH2:1]. (9) Given the reactants [Br:1][C:2]1[CH:3]=[CH:4][C:5]2[NH:11][C:10](=O)[CH2:9][O:8][C:7]([CH3:18])([C:13]3[S:14][CH:15]=[CH:16][CH:17]=3)[C:6]=2[CH:19]=1.[H-].[Al+3].[Li+].[H-].[H-].[H-].[Cl-].[NH4+].C(OCC)(=O)C, predict the reaction product. The product is: [Br:1][C:2]1[CH:3]=[CH:4][C:5]2[NH:11][CH2:10][CH2:9][O:8][C:7]([CH3:18])([C:13]3[S:14][CH:15]=[CH:16][CH:17]=3)[C:6]=2[CH:19]=1.